Task: Predict which catalyst facilitates the given reaction.. Dataset: Catalyst prediction with 721,799 reactions and 888 catalyst types from USPTO (1) Reactant: C([O:8][CH2:9][C:10]1[NH:11][C:12]([S:18][C:19]2[CH:24]=[CH:23][CH:22]=[C:21]([O:25][CH3:26])[CH:20]=2)=[C:13]([CH:15]([CH3:17])[CH3:16])[N:14]=1)C1C=CC=CC=1.Cl.C(OC(=O)[C@H:32]([CH2:34][CH:35]([CH3:37])[CH3:36])[NH2:33])C.[CH:39](N(C(C)C)CC)(C)C.C1(P(C2C=CC=CC=2)C2C=CC=CC=2)C=CC=CC=1. Product: [CH:15]([C:13]1[N:14]=[C:10]([CH2:9][OH:8])[N:11]([CH2:37][C:35]2[CH:34]=[CH:32][N:33]=[CH:39][CH:36]=2)[C:12]=1[S:18][C:19]1[CH:24]=[CH:23][CH:22]=[C:21]([O:25][CH3:26])[CH:20]=1)([CH3:16])[CH3:17]. The catalyst class is: 17. (2) Reactant: C(OCC)(=O)C.C(OC([N:14]1[CH2:19][CH2:18][CH:17]([O:20][C:21]2[CH:26]=[CH:25][C:24]([Cl:27])=[CH:23][CH:22]=2)[CH2:16][CH2:15]1)=O)(C)(C)C. Product: [ClH:27].[Cl:27][C:24]1[CH:25]=[CH:26][C:21]([O:20][CH:17]2[CH2:16][CH2:15][NH:14][CH2:19][CH2:18]2)=[CH:22][CH:23]=1. The catalyst class is: 33.